Dataset: CYP1A2 inhibition data for predicting drug metabolism from PubChem BioAssay. Task: Regression/Classification. Given a drug SMILES string, predict its absorption, distribution, metabolism, or excretion properties. Task type varies by dataset: regression for continuous measurements (e.g., permeability, clearance, half-life) or binary classification for categorical outcomes (e.g., BBB penetration, CYP inhibition). Dataset: cyp1a2_veith. (1) The result is 1 (inhibitor). The compound is O=C(Nc1cccc(C(F)(F)F)c1)c1ccc(Cn2cc(Br)cn2)o1. (2) The molecule is Cc1ccc(C(=O)C2(C)C3c4cc(Br)ccc4OC(=O)C32C(=O)c2ccco2)cc1. The result is 0 (non-inhibitor). (3) The drug is CC(C)N(C(=O)CSc1nc2ccccc2n1-c1ccccc1)C(C)C. The result is 1 (inhibitor). (4) The molecule is c1ccc(-c2noc(-c3ccc4ccccc4c3)n2)cc1. The result is 1 (inhibitor). (5) The molecule is COc1ccc(C(=O)N2CCC3(CCN(CC(C)C)CC3)CC2)cc1. The result is 0 (non-inhibitor). (6) The drug is CCN(CC)C(=O)c1sc2[nH]c(=S)n(-c3ccccc3)c(=O)c2c1C. The result is 0 (non-inhibitor).